The task is: Regression/Classification. Given a drug SMILES string, predict its absorption, distribution, metabolism, or excretion properties. Task type varies by dataset: regression for continuous measurements (e.g., permeability, clearance, half-life) or binary classification for categorical outcomes (e.g., BBB penetration, CYP inhibition). Dataset: cyp3a4_veith.. This data is from CYP3A4 inhibition data for predicting drug metabolism from PubChem BioAssay. (1) The compound is c1ccc2sc(SCCSc3nc4ccccc4s3)nc2c1. The result is 0 (non-inhibitor). (2) The compound is Cc1ccc(NC(=O)c2cc(N3C(=O)C4CC=CCC4C3=O)ccc2N2CCOCC2)cc1Cl. The result is 1 (inhibitor). (3) The molecule is O=C(c1cnccn1)N1CCC[C@@]2(CCN(c3cccc(-c4ccccc4)c3)C2)C1. The result is 1 (inhibitor).